From a dataset of Forward reaction prediction with 1.9M reactions from USPTO patents (1976-2016). Predict the product of the given reaction. (1) Given the reactants [Cl:1][C:2]1[C:7]([C:8]2[CH:13]=[CH:12][CH:11]=[CH:10][CH:9]=2)=[N:6][N:5]=[C:4]2[NH:14][N:15]=[C:16]([C:17]3[CH:22]=[CH:21][CH:20]=[CH:19][CH:18]=3)[C:3]=12.[F:23][C:24]([F:28])([F:27])[CH2:25]O, predict the reaction product. The product is: [Cl:1][C:2]1[C:7]([C:8]2[CH:9]=[CH:10][CH:11]=[CH:12][CH:13]=2)=[N:6][N:5]=[C:4]2[N:14]([CH2:25][C:24]([F:28])([F:27])[F:23])[N:15]=[C:16]([C:17]3[CH:18]=[CH:19][CH:20]=[CH:21][CH:22]=3)[C:3]=12. (2) Given the reactants [NH2:1][C@H:2]1[C@H:6]([OH:7])[CH2:5][N:4]([C:8](=[O:21])[CH2:9][C:10]2[CH:15]=[CH:14][C:13]([O:16][C:17]([F:20])([F:19])[F:18])=[CH:12][CH:11]=2)[CH2:3]1.C(N(CC)CC)C.[C:29]1([C:35](Cl)([C:42]2[CH:47]=[CH:46][CH:45]=[CH:44][CH:43]=2)[C:36]2[CH:41]=[CH:40][CH:39]=[CH:38][CH:37]=2)[CH:34]=[CH:33][CH:32]=[CH:31][CH:30]=1, predict the reaction product. The product is: [OH:7][C@H:6]1[C@H:2]([NH:1][C:35]([C:29]2[CH:34]=[CH:33][CH:32]=[CH:31][CH:30]=2)([C:42]2[CH:43]=[CH:44][CH:45]=[CH:46][CH:47]=2)[C:36]2[CH:37]=[CH:38][CH:39]=[CH:40][CH:41]=2)[CH2:3][N:4]([C:8](=[O:21])[CH2:9][C:10]2[CH:11]=[CH:12][C:13]([O:16][C:17]([F:18])([F:19])[F:20])=[CH:14][CH:15]=2)[CH2:5]1. (3) Given the reactants [Cl:1][C:2]1[CH:3]=[CH:4][C:5]([O:26]C)=[C:6]2[C:10]=1[N:9]([C:11]1[CH:16]=[CH:15][C:14]([O:17]CC3C=CC=CC=3)=[C:13]([F:25])[CH:12]=1)[N:8]=[CH:7]2.B(Br)(Br)Br, predict the reaction product. The product is: [Cl:1][C:2]1[C:10]2[N:9]([C:11]3[CH:16]=[CH:15][C:14]([OH:17])=[C:13]([F:25])[CH:12]=3)[N:8]=[CH:7][C:6]=2[C:5]([OH:26])=[CH:4][CH:3]=1. (4) Given the reactants [SH:1][C:2]1[CH:3]=[C:4]([C:8](=[O:10])[CH3:9])[CH:5]=[CH:6][CH:7]=1.[OH-].[Na+].IC.[C:15](=O)([O-])O.[Na+], predict the reaction product. The product is: [CH3:15][S:1][C:2]1[CH:3]=[C:4]([C:8](=[O:10])[CH3:9])[CH:5]=[CH:6][CH:7]=1. (5) Given the reactants [C:1]([C:4]1[CH:5]=[C:6]([NH:10][C:11]2[N:16]=[C:15]([C:17]3[CH:22]=[CH:21][N:20]=[C:19](Cl)[CH:18]=3)[CH:14]=[CH:13][N:12]=2)[CH:7]=[CH:8][CH:9]=1)([OH:3])=[O:2], predict the reaction product. The product is: [C:1]([C:4]1[CH:5]=[C:6]([NH:10][C:11]2[N:16]=[C:15]([C:17]3[CH:22]=[CH:21][N:20]=[C:19]([NH:16][CH2:15][CH2:17][CH2:18][CH2:19][NH2:20])[CH:18]=3)[CH:14]=[CH:13][N:12]=2)[CH:7]=[CH:8][CH:9]=1)([OH:3])=[O:2]. (6) Given the reactants [C:1]([O:5][C:6]([N:8]1[CH2:12][C@@H:11]([O:13][CH2:14][C:15]#[C:16][I:17])[C@H:10]([N:18]=[N+:19]=[N-:20])[CH2:9]1)=[O:7])([CH3:4])([CH3:3])[CH3:2], predict the reaction product. The product is: [C:1]([O:5][C:6]([N:8]1[CH2:9][C@@H:10]2[C@H:11]([O:13][CH2:14][C:15]3[N:18]2[N:19]=[N:20][C:16]=3[I:17])[CH2:12]1)=[O:7])([CH3:4])([CH3:2])[CH3:3]. (7) Given the reactants CCCC[N+](CCCC)(CCCC)CCCC.[F-].[Si]([O:26][C:27]1[CH:32]=[CH:31][C:30]([C:33]2[C:38]3=[N:39][S:40](=[O:44])(=[O:43])[CH2:41][CH2:42][N:37]3[CH:36]=[CH:35][CH:34]=2)=[CH:29][CH:28]=1)(C(C)(C)C)(C)C.[NH4+].[Cl-], predict the reaction product. The product is: [O:44]=[S:40]1(=[O:43])[CH2:41][CH2:42][N:37]2[CH:36]=[CH:35][CH:34]=[C:33]([C:30]3[CH:31]=[CH:32][C:27]([OH:26])=[CH:28][CH:29]=3)[C:38]2=[N:39]1. (8) Given the reactants Cl.[Cl:2][C:3]1[CH:8]=[CH:7][C:6]([NH:9][NH2:10])=[CH:5][CH:4]=1.Br[CH2:12][CH2:13][CH2:14][C:15]1[CH:20]=[CH:19][CH:18]=[CH:17][CH:16]=1, predict the reaction product. The product is: [Cl:2][C:3]1[CH:8]=[CH:7][C:6]([N:9]([CH2:12][CH2:13][CH2:14][C:15]2[CH:20]=[CH:19][CH:18]=[CH:17][CH:16]=2)[NH2:10])=[CH:5][CH:4]=1.